Regression. Given a peptide amino acid sequence and an MHC pseudo amino acid sequence, predict their binding affinity value. This is MHC class I binding data. From a dataset of Peptide-MHC class I binding affinity with 185,985 pairs from IEDB/IMGT. (1) The peptide sequence is VPRLGDKTF. The MHC is HLA-A01:01 with pseudo-sequence HLA-A01:01. The binding affinity (normalized) is 0.0847. (2) The peptide sequence is HFKVGWAWW. The MHC is Mamu-B3901 with pseudo-sequence Mamu-B3901. The binding affinity (normalized) is 0.245. (3) The peptide sequence is SRIGAWASK. The MHC is HLA-A03:01 with pseudo-sequence HLA-A03:01. The binding affinity (normalized) is 0.199. (4) The peptide sequence is MALVAFLRF. The MHC is HLA-A23:01 with pseudo-sequence HLA-A23:01. The binding affinity (normalized) is 0.632. (5) The peptide sequence is WQDGGWQSV. The MHC is HLA-B51:01 with pseudo-sequence HLA-B51:01. The binding affinity (normalized) is 0.0847. (6) The peptide sequence is STGKSIKFK. The MHC is HLA-A68:02 with pseudo-sequence HLA-A68:02. The binding affinity (normalized) is 0.0847.